The task is: Predict the product of the given reaction.. This data is from Forward reaction prediction with 1.9M reactions from USPTO patents (1976-2016). (1) Given the reactants [O:1]1[C:6]2[CH:7]=[CH:8][C:9]([C:11]3[C:16]([N:17]4[CH:21]=[CH:20][C:19]([C:22]5[CH:27]=[CH:26][CH:25]=[CH:24][CH:23]=5)=[N:18]4)=[CH:15][CH:14]=[C:13]([C:28]([F:31])([F:30])[F:29])[C:12]=3[C:32](=[O:37])[C:33]([O:35][CH3:36])=[O:34])=[CH:10][C:5]=2[CH2:4][CH2:3][CH2:2]1.[BH4-].[Na+].O, predict the reaction product. The product is: [O:1]1[C:6]2[CH:7]=[CH:8][C:9]([C:11]3[C:16]([N:17]4[CH:21]=[CH:20][C:19]([C:22]5[CH:27]=[CH:26][CH:25]=[CH:24][CH:23]=5)=[N:18]4)=[CH:15][CH:14]=[C:13]([C:28]([F:29])([F:30])[F:31])[C:12]=3[CH:32]([OH:37])[C:33]([O:35][CH3:36])=[O:34])=[CH:10][C:5]=2[CH2:4][CH2:3][CH2:2]1. (2) Given the reactants [C:1]1(=O)[C:9]2[C:4](=[CH:5][CH:6]=[CH:7][CH:8]=2)[CH2:3][CH2:2]1.Cl.[C:12]1(C)[CH:17]=[CH:16][C:15]([NH:18]N)=[CH:14][CH:13]=1, predict the reaction product. The product is: [CH:5]1[CH:6]=[CH:7][CH:8]=[C:9]2[C:4]=1[CH:3]=[C:2]1[C:16]3[CH:17]=[CH:12][CH:13]=[CH:14][C:15]=3[N:18]=[C:1]12. (3) Given the reactants Cl.[F:2][C:3]1([F:15])[O:7][C:6]2[CH:8]=[CH:9][C:10]([C@H:12]([NH2:14])[CH3:13])=[CH:11][C:5]=2[O:4]1.C(N(CC)CC)C.Cl[C:24]([O:26][C:27]1[CH:32]=[CH:31][CH:30]=[CH:29][CH:28]=1)=[O:25], predict the reaction product. The product is: [C:27]1([O:26][C:24](=[O:25])[NH:14][C@@H:12]([C:10]2[CH:9]=[CH:8][C:6]3[O:7][C:3]([F:2])([F:15])[O:4][C:5]=3[CH:11]=2)[CH3:13])[CH:32]=[CH:31][CH:30]=[CH:29][CH:28]=1. (4) Given the reactants [OH:1][C:2]1[CH:9]=[CH:8][C:5]([CH:6]=[O:7])=[CH:4][CH:3]=1.Cl[CH2:11][C:12]([N:14]1[CH2:19][CH2:18][O:17][CH2:16][CH2:15]1)=[O:13].C(=O)([O-])[O-].[K+].[K+], predict the reaction product. The product is: [CH:6]([C:5]1[CH:8]=[CH:9][C:2]([O:1][CH2:11][C:12]([N:14]2[CH2:19][CH2:18][O:17][CH2:16][CH2:15]2)=[O:13])=[CH:3][CH:4]=1)=[O:7]. (5) Given the reactants [Cl:1][C:2]1[CH:3]=[C:4]([C@@H:8]2[C@@H:13]([C:14]3[CH:19]=[CH:18][C:17]([Cl:20])=[CH:16][CH:15]=3)[N:12]([CH2:21][CH:22]3[CH2:24][CH2:23]3)[C:11](=[O:25])[C@@H:10]([CH2:26][C:27](OC)=[O:28])[CH2:9]2)[CH:5]=[CH:6][CH:7]=1.O.[NH2:32][NH2:33], predict the reaction product. The product is: [Cl:1][C:2]1[CH:3]=[C:4]([C@@H:8]2[C@@H:13]([C:14]3[CH:15]=[CH:16][C:17]([Cl:20])=[CH:18][CH:19]=3)[N:12]([CH2:21][CH:22]3[CH2:24][CH2:23]3)[C:11](=[O:25])[C@@H:10]([CH2:26][C:27]([NH:32][NH2:33])=[O:28])[CH2:9]2)[CH:5]=[CH:6][CH:7]=1. (6) Given the reactants [C:1]([O:5][C:6]([N:8]1[CH2:13][CH2:12][CH:11]([C:14]2[O:15][C:16]3[CH:22]=[CH:21][C:20]([C:23]4[CH:28]=[CH:27][C:26]([S:29]([CH3:32])(=[O:31])=[O:30])=[CH:25][CH:24]=4)=[CH:19][C:17]=3[CH:18]=2)[CH2:10][CH2:9]1)=[O:7])([CH3:4])([CH3:3])[CH3:2].C(O)C, predict the reaction product. The product is: [C:1]([O:5][C:6]([N:8]1[CH2:9][CH2:10][CH:11]([CH:14]2[CH2:18][C:17]3[CH:19]=[C:20]([C:23]4[CH:28]=[CH:27][C:26]([S:29]([CH3:32])(=[O:31])=[O:30])=[CH:25][CH:24]=4)[CH:21]=[CH:22][C:16]=3[O:15]2)[CH2:12][CH2:13]1)=[O:7])([CH3:4])([CH3:3])[CH3:2]. (7) Given the reactants [Br:1][C:2]1[CH:6]=[CH:5][S:4][C:3]=1[C:7]([NH:9][CH:10]([C:12]1[N:17]=[N:16][C:15]([NH:18][C:19]2[CH:24]=[C:23]([O:25][CH3:26])[C:22]([O:27][CH3:28])=[C:21]([O:29][CH3:30])[CH:20]=2)=[N:14][CH:13]=1)[CH3:11])=O.N1C=NC=N1.P(Cl)(Cl)(Cl)=O, predict the reaction product. The product is: [Br:1][C:2]1[CH:6]=[CH:5][S:4][C:3]=1[C:7]1[N:17]2[C:12]([CH:13]=[N:14][C:15]([NH:18][C:19]3[CH:24]=[C:23]([O:25][CH3:26])[C:22]([O:27][CH3:28])=[C:21]([O:29][CH3:30])[CH:20]=3)=[N:16]2)=[C:10]([CH3:11])[N:9]=1.